Task: Predict which catalyst facilitates the given reaction.. Dataset: Catalyst prediction with 721,799 reactions and 888 catalyst types from USPTO (1) Reactant: [CH:1]1[C:7]([NH2:8])=[N:6][C:4](=[O:5])[N:3]([CH2:9][C@H:10]([O:13][CH2:14][P:15]([OH:18])([OH:17])=[O:16])[CH2:11][OH:12])[CH:2]=1.[CH3:19][CH2:20][N:21]([CH:25]([CH3:27])C)[CH:22](C)[CH3:23]. Product: [CH:1]1[C:7]([NH2:8])=[N:6][C:4](=[O:5])[N:3]([CH2:9][C@H:10]([O:13][CH2:14][P:15]([OH:18])([OH:17])=[O:16])[CH2:11][OH:12])[CH:2]=1.[CH3:19][CH2:20][N:21]([CH2:25][CH2:27][OH:5])[CH2:22][CH3:23]. The catalyst class is: 3. (2) Reactant: [OH-].[Li+].[CH2:3]([C@H:10]1[C:15](=[O:16])[N:14]([C@H:17]([CH2:23][CH2:24][CH3:25])[C:18]([O:20]CC)=[O:19])[C@H:13]([C:26]2[CH:31]=[CH:30][C:29]([Cl:32])=[CH:28][CH:27]=2)[C@H:12]([C:33]2[CH:38]=[CH:37][C:36]([Cl:39])=[CH:35][CH:34]=2)[O:11]1)[C:4]1[CH:9]=[CH:8][CH:7]=[CH:6][CH:5]=1.Cl. The catalyst class is: 72. Product: [CH2:3]([C@H:10]1[C:15](=[O:16])[N:14]([C@H:17]([CH2:23][CH2:24][CH3:25])[C:18]([OH:20])=[O:19])[C@H:13]([C:26]2[CH:31]=[CH:30][C:29]([Cl:32])=[CH:28][CH:27]=2)[C@H:12]([C:33]2[CH:38]=[CH:37][C:36]([Cl:39])=[CH:35][CH:34]=2)[O:11]1)[C:4]1[CH:5]=[CH:6][CH:7]=[CH:8][CH:9]=1. (3) Reactant: Cl[C:2]1[CH:7]=[C:6]([CH3:8])[N:5]=[C:4]([CH3:9])[C:3]=1[C:10]([C:12]1[S:13][CH:14]=[CH:15][CH:16]=1)=O.O.[NH2:18][NH2:19]. Product: [CH3:9][C:4]1[C:3]2[C:10]([C:12]3[S:13][CH:14]=[CH:15][CH:16]=3)=[N:18][NH:19][C:2]=2[CH:7]=[C:6]([CH3:8])[N:5]=1. The catalyst class is: 212. (4) Reactant: [Cl:1][C:2]1[C:7]([Cl:8])=[CH:6][CH:5]=[CH:4][C:3]=1[S:9]([NH:12][C:13]1[N:14]=[CH:15][C:16]([C:27]([O:29]C)=O)=[N:17][C:18]=1[O:19][CH2:20][C:21]1[CH:22]=[N:23][CH:24]=[CH:25][CH:26]=1)(=[O:11])=[O:10].[NH3:31]. Product: [Cl:1][C:2]1[C:7]([Cl:8])=[CH:6][CH:5]=[CH:4][C:3]=1[S:9]([NH:12][C:13]1[N:14]=[CH:15][C:16]([C:27]([NH2:31])=[O:29])=[N:17][C:18]=1[O:19][CH2:20][C:21]1[CH:22]=[N:23][CH:24]=[CH:25][CH:26]=1)(=[O:10])=[O:11]. The catalyst class is: 5. (5) Reactant: [Br:1][C:2]1[CH:8]=[CH:7][C:5]([NH2:6])=[C:4]([CH2:9][CH3:10])[CH:3]=1.[CH3:11][S:12](Cl)(=[O:14])=[O:13]. Product: [Br:1][C:2]1[CH:8]=[CH:7][C:5]([NH:6][S:12]([CH3:11])(=[O:14])=[O:13])=[C:4]([CH2:9][CH3:10])[CH:3]=1. The catalyst class is: 436.